This data is from Catalyst prediction with 721,799 reactions and 888 catalyst types from USPTO. The task is: Predict which catalyst facilitates the given reaction. (1) Reactant: [CH:1]1([NH:4][C:5]([C:7]2[C:15]3[CH:14]=[C:13]([C:16]4[C:21]([Cl:22])=[CH:20][N:19]=[C:18]([NH:23][CH2:24][CH2:25][CH2:26][N:27]5[CH2:32][CH2:31][N:30]([CH3:33])[CH2:29][CH2:28]5)[N:17]=4)[S:12][C:11]=3[C:10]([O:34]C)=[CH:9][CH:8]=2)=[O:6])[CH2:3][CH2:2]1.C(S)C.[H-].[Na+].Cl. Product: [CH:1]1([NH:4][C:5]([C:7]2[C:15]3[CH:14]=[C:13]([C:16]4[C:21]([Cl:22])=[CH:20][N:19]=[C:18]([NH:23][CH2:24][CH2:25][CH2:26][N:27]5[CH2:28][CH2:29][N:30]([CH3:33])[CH2:31][CH2:32]5)[N:17]=4)[S:12][C:11]=3[C:10]([OH:34])=[CH:9][CH:8]=2)=[O:6])[CH2:2][CH2:3]1. The catalyst class is: 18. (2) Reactant: [CH3:1][O:2][C:3](=[O:14])[C:4](=[N+:12]=[N-:13])[C:5](=[O:11])[CH2:6][C:7](OC)=[O:8].C1(P(C2C=CC=CC=2)C2C=CC=CC=2)C=CC=CC=1.C(OCC)(=O)C. Product: [CH3:1][O:2][C:3]([C:4]1[N:12]=[N:13][C:7]([OH:8])=[CH:6][C:5]=1[OH:11])=[O:14]. The catalyst class is: 27. (3) Reactant: C1(C2N=C(N3CCN(C4C=CC=CC=4OC)CC3)C3C(=CC(OC)=C(OC)C=3)N=2)CC1.[CH3:32][O:33][C:34]1[CH:39]=[C:38]([C:40]([O:42]C)=O)[C:37]([NH2:44])=[CH:36][C:35]=1[O:45][CH3:46].[C:47](#[N:52])[CH2:48][CH:49]([CH3:51])[CH3:50]. Product: [CH2:48]([C:47]1[N:52]=[C:40]([OH:42])[C:38]2[C:37](=[CH:36][C:35]([O:45][CH3:46])=[C:34]([O:33][CH3:32])[CH:39]=2)[N:44]=1)[CH:49]([CH3:51])[CH3:50]. The catalyst class is: 89. (4) Reactant: [NH2:1][C:2]1[CH:21]=[CH:20][C:19]([I:22])=[CH:18][C:3]=1[C:4]([NH:6][CH2:7][C:8]1[CH:17]=[CH:16][C:11]([C:12]([O:14][CH3:15])=[O:13])=[CH:10][CH:9]=1)=[O:5].[C:23](N1C=CN=C1)(N1C=CN=C1)=[O:24]. Product: [I:22][C:19]1[CH:18]=[C:3]2[C:2](=[CH:21][CH:20]=1)[NH:1][C:23](=[O:24])[N:6]([CH2:7][C:8]1[CH:17]=[CH:16][C:11]([C:12]([O:14][CH3:15])=[O:13])=[CH:10][CH:9]=1)[C:4]2=[O:5]. The catalyst class is: 7. (5) Reactant: [CH2:1]([O:3][C:4](=[O:44])[CH2:5][CH2:6][CH2:7][O:8][C:9]1[CH:14]=[CH:13][CH:12]=[C:11]([CH2:15][CH2:16][CH2:17][CH2:18][CH2:19][CH2:20][O:21][C:22]2[CH:27]=[C:26](Br)[CH:25]=[C:24]([O:29][CH2:30][C:31]3[CH:36]=[CH:35][CH:34]=[CH:33][CH:32]=3)[CH:23]=2)[C:10]=1[CH2:37][CH2:38][C:39]([O:41][CH2:42][CH3:43])=[O:40])[CH3:2].[F:45][C:46]1[CH:47]=[C:48](B(O)O)[CH:49]=[CH:50][CH:51]=1.C(=O)([O-])[O-].[Cs+].[Cs+]. Product: [CH2:1]([O:3][C:4](=[O:44])[CH2:5][CH2:6][CH2:7][O:8][C:9]1[CH:14]=[CH:13][CH:12]=[C:11]([CH2:15][CH2:16][CH2:17][CH2:18][CH2:19][CH2:20][O:21][C:22]2[CH:27]=[C:26]([C:50]3[CH:49]=[CH:48][CH:47]=[C:46]([F:45])[CH:51]=3)[CH:25]=[C:24]([O:29][CH2:30][C:31]3[CH:36]=[CH:35][CH:34]=[CH:33][CH:32]=3)[CH:23]=2)[C:10]=1[CH2:37][CH2:38][C:39]([O:41][CH2:42][CH3:43])=[O:40])[CH3:2]. The catalyst class is: 140. (6) Reactant: C([O:8][C:9]1[CH:14]=[CH:13][CH:12]=[CH:11][C:10]=1[C:15]1([NH:18][C:19]2[C:20](=[O:37])[N:21]([C:26]3[CH:27]=[C:28]([CH:33]=[CH:34][C:35]=3[CH3:36])[C:29]([O:31][CH3:32])=[O:30])[CH:22]=[C:23](Br)[N:24]=2)[CH2:17][CH2:16]1)C1C=CC=CC=1.C([O-])=O.[NH4+].ClCCl.O. Product: [OH:8][C:9]1[CH:14]=[CH:13][CH:12]=[CH:11][C:10]=1[C:15]1([NH:18][C:19]2[C:20](=[O:37])[N:21]([C:26]3[CH:27]=[C:28]([CH:33]=[CH:34][C:35]=3[CH3:36])[C:29]([O:31][CH3:32])=[O:30])[CH:22]=[CH:23][N:24]=2)[CH2:16][CH2:17]1. The catalyst class is: 29.